Dataset: Reaction yield outcomes from USPTO patents with 853,638 reactions. Task: Predict the reaction yield, written as a fraction of the theoretical maximum amount of product (1.0 means a 100% yield; for example, 0.34 means a 34% yield). (1) The yield is 0.990. The reactants are Cl.[NH2:2][CH2:3][C@@H:4]1[O:8][C:7](=[O:9])[N:6]([C:10]2[CH:19]=[CH:18][C:13]3[C:14]([CH3:17])=[N:15][O:16][C:12]=3[CH:11]=2)[CH2:5]1.C1COCC1.C([O-])(O)=O.[Na+].Cl[C:31]([O:33][CH3:34])=[O:32]. The catalyst is C(Cl)Cl.O. The product is [CH3:34][O:33][C:31](=[O:32])[NH:2][CH2:3][C@@H:4]1[O:8][C:7](=[O:9])[N:6]([C:10]2[CH:19]=[CH:18][C:13]3[C:14]([CH3:17])=[N:15][O:16][C:12]=3[CH:11]=2)[CH2:5]1. (2) The reactants are [NH:1]1[CH:5]=[C:4]([C:6]2[C:7]([C:12]3[CH:17]=[CH:16][C:15]([F:18])=[CH:14][CH:13]=3)=[N:8][O:9][C:10]=2[CH3:11])[N:3]=[CH:2]1.[Cl:19][C:20]1[CH:21]=[C:22](B(O)O)[CH:23]=[CH:24][CH:25]=1. The product is [Cl:19][C:20]1[CH:25]=[C:24]([N:1]2[CH:5]=[C:4]([C:6]3[C:7]([C:12]4[CH:17]=[CH:16][C:15]([F:18])=[CH:14][CH:13]=4)=[N:8][O:9][C:10]=3[CH3:11])[N:3]=[CH:2]2)[CH:23]=[CH:22][CH:21]=1. The yield is 0.0400. No catalyst specified.